Dataset: Peptide-MHC class I binding affinity with 185,985 pairs from IEDB/IMGT. Task: Regression. Given a peptide amino acid sequence and an MHC pseudo amino acid sequence, predict their binding affinity value. This is MHC class I binding data. (1) The peptide sequence is HTIENSTANV. The MHC is HLA-A26:01 with pseudo-sequence HLA-A26:01. The binding affinity (normalized) is 0.453. (2) The peptide sequence is FEADPLSPQ. The MHC is HLA-B15:01 with pseudo-sequence HLA-B15:01. The binding affinity (normalized) is 0.0847. (3) The peptide sequence is CKNFLKQV. The MHC is H-2-Db with pseudo-sequence H-2-Db. The binding affinity (normalized) is 0. (4) The peptide sequence is ITLWQRPIV. The MHC is HLA-B40:01 with pseudo-sequence HLA-B40:01. The binding affinity (normalized) is 0.0286. (5) The peptide sequence is PLILAYFPVFRFL. The MHC is HLA-B40:01 with pseudo-sequence HLA-B40:01. The binding affinity (normalized) is 0.119.